Dataset: Full USPTO retrosynthesis dataset with 1.9M reactions from patents (1976-2016). Task: Predict the reactants needed to synthesize the given product. (1) The reactants are: [NH2:1][C:2]1[CH:3]=[CH:4][CH:5]=[C:6]2[C:11]=1[CH:10]=[C:9]([OH:12])[CH:8]=[CH:7]2.[CH:13](=O)[C:14]1[CH:19]=[CH:18][CH:17]=[CH:16][CH:15]=1.[O-]S([O-])(=O)=O.[Na+].[Na+]. Given the product [C:14]1(/[CH:13]=[N:1]/[C:2]2[CH:3]=[CH:4][CH:5]=[C:6]3[C:11]=2[CH:10]=[C:9]([OH:12])[CH:8]=[CH:7]3)[CH:19]=[CH:18][CH:17]=[CH:16][CH:15]=1, predict the reactants needed to synthesize it. (2) Given the product [C:57]([C:60]1[CH:65]=[CH:64][C:63]([N:66]2[CH2:70][CH2:69][CH:68]([C:71]([NH:14][CH2:13][CH2:12][C:6]3[C:5]4[C:9](=[CH:10][CH:11]=[C:3]([Cl:2])[CH:4]=4)[NH:8][CH:7]=3)=[O:72])[C:67]2=[O:74])=[CH:62][CH:61]=1)(=[O:59])[CH3:58], predict the reactants needed to synthesize it. The reactants are: Cl.[Cl:2][C:3]1[CH:4]=[C:5]2[C:9](=[CH:10][CH:11]=1)[NH:8][CH:7]=[C:6]2[CH2:12][CH2:13][NH2:14].C1CN([P+](ON2N=NC3C=CC=CC2=3)(N2CCCC2)N2CCCC2)CC1.F[P-](F)(F)(F)(F)F.C(N(CC)C(C)C)(C)C.[C:57]([C:60]1[CH:65]=[CH:64][C:63]([N:66]2[CH2:70][CH2:69][CH:68]([C:71](O)=[O:72])[C:67]2=[O:74])=[CH:62][CH:61]=1)(=[O:59])[CH3:58]. (3) Given the product [Br:17][C:18]1[CH:23]=[CH:22][C:21]([O:24][CH2:2][C:3]2[C:8]([CH3:9])=[CH:7][CH:6]=[CH:5][C:4]=2[N:10]2[C:14](=[O:15])[N:13]([CH3:16])[N:12]=[N:11]2)=[CH:20][C:19]=1[C:25]([F:26])([F:27])[F:28], predict the reactants needed to synthesize it. The reactants are: Br[CH2:2][C:3]1[C:8]([CH3:9])=[CH:7][CH:6]=[CH:5][C:4]=1[N:10]1[C:14](=[O:15])[N:13]([CH3:16])[N:12]=[N:11]1.[Br:17][C:18]1[CH:23]=[CH:22][C:21]([OH:24])=[CH:20][C:19]=1[C:25]([F:28])([F:27])[F:26].C(=O)([O-])[O-].[K+].[K+].C(#N)C. (4) Given the product [NH2:9][C:3]1[N:4]=[CH:5][N:6]=[C:7]([NH:10][CH2:11][CH:12]2[CH2:13][CH2:14][N:15]([C:18](=[O:20])[CH:45]=[CH2:46])[CH2:16][CH2:17]2)[C:2]=1[C:34]1[CH:35]=[CH:36][C:31]([O:30][C:29]2[CH:40]=[CH:41][CH:42]=[C:27]([C:26]([F:44])([F:43])[F:25])[CH:28]=2)=[CH:32][CH:33]=1, predict the reactants needed to synthesize it. The reactants are: Cl[C:2]1[C:3]([NH2:9])=[N:4][CH:5]=[N:6][C:7]=1Cl.[NH2:10][CH2:11][CH:12]1[CH2:17][CH2:16][N:15]([C:18]([O:20]C(C)(C)C)=O)[CH2:14][CH2:13]1.[F:25][C:26]([F:44])([F:43])[C:27]1[CH:28]=[C:29]([CH:40]=[CH:41][CH:42]=1)[O:30][C:31]1[CH:36]=[CH:35][C:34](B(O)O)=[CH:33][CH:32]=1.[C:45](Cl)(=O)[CH:46]=C. (5) Given the product [CH:1]([N:4]1[CH2:5][CH2:6][N:7]([CH2:10][CH2:11][O:12][C:13]2[CH:18]=[CH:17][N:16]3[C:19]([C:22]([NH:48][C:46]4[CH:45]=[CH:44][CH:43]=[C:42]5[C:47]=4[C:39]([CH3:38])=[N:40][N:41]5[CH2:49][C:50]4[CH:55]=[CH:54][C:53]([C:56]([F:59])([F:58])[F:57])=[CH:52][N:51]=4)=[O:24])=[CH:20][N:21]=[C:15]3[CH:14]=2)[CH2:8][CH2:9]1)([CH3:2])[CH3:3], predict the reactants needed to synthesize it. The reactants are: [CH:1]([N:4]1[CH2:9][CH2:8][N:7]([CH2:10][CH2:11][O:12][C:13]2[CH:18]=[CH:17][N:16]3[C:19]([C:22]([O-:24])=O)=[CH:20][N:21]=[C:15]3[CH:14]=2)[CH2:6][CH2:5]1)([CH3:3])[CH3:2].[Li+].ClC1C=C(Cl)C=C(Cl)C=1C(Cl)=O.[CH3:38][C:39]1[C:47]2[C:46]([NH2:48])=[CH:45][CH:44]=[CH:43][C:42]=2[N:41]([CH2:49][C:50]2[CH:55]=[CH:54][C:53]([C:56]([F:59])([F:58])[F:57])=[CH:52][N:51]=2)[N:40]=1.O. (6) Given the product [NH2:18][C@@H:19]([CH2:41][S:42][CH2:43][C@H:44]([O:59][CH2:60][CH2:61][CH2:62][CH2:63][CH2:64][CH2:65][CH2:66][CH2:67][CH2:68][CH2:69][CH2:70][CH3:71])[CH2:45][O:46][CH2:47][CH2:48][CH2:49][CH2:50][CH2:51][CH2:52][CH2:53][CH2:54][CH2:55][CH2:56][CH2:57][CH3:58])[C:20](=[O:40])[NH:21][CH2:22][CH2:23][O:24][CH2:25][CH2:26][O:27][CH2:28][CH2:29][O:30][CH2:31][CH2:32][C:33]([O:35][C:36]([CH3:37])([CH3:38])[CH3:39])=[O:34], predict the reactants needed to synthesize it. The reactants are: C1C2C(COC([NH:18][C@@H:19]([CH2:41][S:42][CH2:43][C@H:44]([O:59][CH2:60][CH2:61][CH2:62][CH2:63][CH2:64][CH2:65][CH2:66][CH2:67][CH2:68][CH2:69][CH2:70][CH3:71])[CH2:45][O:46][CH2:47][CH2:48][CH2:49][CH2:50][CH2:51][CH2:52][CH2:53][CH2:54][CH2:55][CH2:56][CH2:57][CH3:58])[C:20](=[O:40])[NH:21][CH2:22][CH2:23][O:24][CH2:25][CH2:26][O:27][CH2:28][CH2:29][O:30][CH2:31][CH2:32][C:33]([O:35][C:36]([CH3:39])([CH3:38])[CH3:37])=[O:34])=O)C3C(=CC=CC=3)C=2C=CC=1.N1CCCCC1.